From a dataset of NCI-60 drug combinations with 297,098 pairs across 59 cell lines. Regression. Given two drug SMILES strings and cell line genomic features, predict the synergy score measuring deviation from expected non-interaction effect. (1) Synergy scores: CSS=9.38, Synergy_ZIP=-4.91, Synergy_Bliss=0.221, Synergy_Loewe=0.502, Synergy_HSA=0.600. Cell line: BT-549. Drug 2: CC12CCC3C(C1CCC2OP(=O)(O)O)CCC4=C3C=CC(=C4)OC(=O)N(CCCl)CCCl.[Na+]. Drug 1: CC1=C(C(CCC1)(C)C)C=CC(=CC=CC(=CC(=O)O)C)C. (2) Drug 1: CN1C2=C(C=C(C=C2)N(CCCl)CCCl)N=C1CCCC(=O)O.Cl. Drug 2: C(CCl)NC(=O)N(CCCl)N=O. Cell line: K-562. Synergy scores: CSS=13.0, Synergy_ZIP=2.18, Synergy_Bliss=5.15, Synergy_Loewe=-1.97, Synergy_HSA=6.38. (3) Drug 1: C1CN(P(=O)(OC1)NCCCl)CCCl. Drug 2: CC1C(C(CC(O1)OC2CC(CC3=C2C(=C4C(=C3O)C(=O)C5=CC=CC=C5C4=O)O)(C(=O)C)O)N)O. Cell line: UO-31. Synergy scores: CSS=47.4, Synergy_ZIP=-3.31, Synergy_Bliss=-0.889, Synergy_Loewe=-9.03, Synergy_HSA=0.937. (4) Drug 1: CC1C(C(=O)NC(C(=O)N2CCCC2C(=O)N(CC(=O)N(C(C(=O)O1)C(C)C)C)C)C(C)C)NC(=O)C3=C4C(=C(C=C3)C)OC5=C(C(=O)C(=C(C5=N4)C(=O)NC6C(OC(=O)C(N(C(=O)CN(C(=O)C7CCCN7C(=O)C(NC6=O)C(C)C)C)C)C(C)C)C)N)C. Drug 2: C1CC(C1)(C(=O)O)C(=O)O.[NH2-].[NH2-].[Pt+2]. Cell line: MOLT-4. Synergy scores: CSS=74.2, Synergy_ZIP=0.280, Synergy_Bliss=1.44, Synergy_Loewe=-2.56, Synergy_HSA=2.14. (5) Drug 1: C1CC(C1)(C(=O)O)C(=O)O.[NH2-].[NH2-].[Pt+2]. Drug 2: CCN(CC)CCCC(C)NC1=C2C=C(C=CC2=NC3=C1C=CC(=C3)Cl)OC. Cell line: MALME-3M. Synergy scores: CSS=23.7, Synergy_ZIP=2.25, Synergy_Bliss=5.33, Synergy_Loewe=6.51, Synergy_HSA=7.70. (6) Drug 1: C1CCN(CC1)CCOC2=CC=C(C=C2)C(=O)C3=C(SC4=C3C=CC(=C4)O)C5=CC=C(C=C5)O. Drug 2: CC1CCC2CC(C(=CC=CC=CC(CC(C(=O)C(C(C(=CC(C(=O)CC(OC(=O)C3CCCCN3C(=O)C(=O)C1(O2)O)C(C)CC4CCC(C(C4)OC)O)C)C)O)OC)C)C)C)OC. Cell line: RXF 393. Synergy scores: CSS=15.7, Synergy_ZIP=-5.26, Synergy_Bliss=-10.6, Synergy_Loewe=-17.5, Synergy_HSA=-9.88. (7) Drug 1: C1=CC(=CC=C1CCCC(=O)O)N(CCCl)CCCl. Drug 2: CC1=C2C(C(=O)C3(C(CC4C(C3C(C(C2(C)C)(CC1OC(=O)C(C(C5=CC=CC=C5)NC(=O)OC(C)(C)C)O)O)OC(=O)C6=CC=CC=C6)(CO4)OC(=O)C)O)C)O. Cell line: RPMI-8226. Synergy scores: CSS=57.0, Synergy_ZIP=-7.38, Synergy_Bliss=-12.2, Synergy_Loewe=-15.4, Synergy_HSA=-10.2.